Dataset: Full USPTO retrosynthesis dataset with 1.9M reactions from patents (1976-2016). Task: Predict the reactants needed to synthesize the given product. (1) Given the product [CH3:26][N:27]([CH2:23][C:19]1[N:15]2[C:16](=[O:18])[CH:17]=[C:12]([CH2:11][N:3]([CH2:1][CH3:2])[C:4]3[CH:9]=[CH:8][C:7]([F:10])=[CH:6][CH:5]=3)[N:13]=[C:14]2[S:21][C:20]=1[CH3:22])[CH3:28], predict the reactants needed to synthesize it. The reactants are: [CH2:1]([N:3]([CH2:11][C:12]1[N:13]=[C:14]2[S:21][C:20]([CH3:22])=[C:19]([CH:23]=O)[N:15]2[C:16](=[O:18])[CH:17]=1)[C:4]1[CH:9]=[CH:8][C:7]([F:10])=[CH:6][CH:5]=1)[CH3:2].Cl.[CH3:26][NH:27][CH3:28].C(N(CC)CC)C.C([BH3-])#N.[Na+]. (2) Given the product [ClH:1].[Br:2][C:3]1[CH:4]=[N:5][CH:6]=[C:7]([C:9]#[C:10][C:11]2[CH:16]=[CH:15][C:14]([F:17])=[CH:13][CH:12]=2)[CH:8]=1, predict the reactants needed to synthesize it. The reactants are: [ClH:1].[Br:2][C:3]1[CH:4]=[N:5][CH:6]=[C:7]([C:9]#[C:10][C:11]2[CH:16]=[CH:15][C:14]([F:17])=[CH:13][CH:12]=2)[CH:8]=1. (3) Given the product [N:11]([CH2:10][C:9]1[CH:12]=[CH:13][C:14]2[O:15][CH2:5][O:6][C:7]=2[CH:8]=1)=[C:1]=[S:2], predict the reactants needed to synthesize it. The reactants are: [C:1](Cl)(Cl)=[S:2].[CH2:5]1[O:15][C:14]2[CH:13]=[CH:12][C:9]([CH2:10][NH2:11])=[CH:8][C:7]=2[O:6]1.[OH-].[Na+]. (4) Given the product [C:15]([O:18][CH2:12][CH:11]=[C:10]([CH3:14])[CH2:9][Br:8])(=[O:17])[CH3:16], predict the reactants needed to synthesize it. The reactants are: C1(C)C=CC=CC=1.[Br:8][CH2:9][C:10]([CH3:14])=[CH:11][CH2:12]Br.[C:15]([O-:18])(=[O:17])[CH3:16].[Na+].C(=O)([O-])O.[Na+]. (5) Given the product [Cl:1][C:2]1[C:7]2[O:8][C:9]3[CH2:14][CH2:13][NH:12][CH2:11][C:10]=3[C:6]=2[CH:5]=[C:4]([C:22]([C:24]2[CH:29]=[CH:28][CH:27]=[CH:26][CH:25]=2)=[CH2:23])[CH:3]=1, predict the reactants needed to synthesize it. The reactants are: [Cl:1][C:2]1[C:7]2[O:8][C:9]3[CH2:14][CH2:13][N:12](C(OC(C)(C)C)=O)[CH2:11][C:10]=3[C:6]=2[CH:5]=[C:4]([C:22](O)([C:24]2[CH:29]=[CH:28][CH:27]=[CH:26][CH:25]=2)[CH3:23])[CH:3]=1.FC(F)(F)C(O)=O. (6) Given the product [CH3:4][C:3]1[N:65]=[C:5]([C:8]2[C:13]([C:14]3[CH:15]=[C:16]4[C:20](=[CH:21][CH:22]=3)[NH:19][N:18]=[CH:17]4)=[CH:12][CH:11]=[CH:10][N:9]=2)[CH:6]=[CH:7][CH:2]=1, predict the reactants needed to synthesize it. The reactants are: F[C:2]1[CH:7]=[CH:6][C:5]([C:8]2[C:13]([C:14]3[CH:15]=[C:16]4[C:20](=[CH:21][CH:22]=3)[NH:19][N:18]=[CH:17]4)=[CH:12][CH:11]=[CH:10][N:9]=2)=[CH:4][C:3]=1C.C1(P(C2CCCCC2)C2C=CC=CC=2C2C(C(C)C)=CC(C(C)C)=CC=2C(C)C)CCCCC1.[Br-].CC1[N:65]=C([Zn+])C=CC=1. (7) Given the product [ClH:12].[Cl:12][C:11]1[CH:7]=[C:3]([C:4]([NH2:6])=[O:5])[C:1](=[NH:2])[N:26]([CH2:25][CH:16]2[O:15][C:20]3[CH:21]=[CH:22][CH:23]=[CH:24][C:19]=3[O:18][CH2:17]2)[CH:10]=1, predict the reactants needed to synthesize it. The reactants are: [C:1]([CH:3]([CH:7]1[C:11]([Cl:12])=[C:10](Cl)C(=O)O1)[C:4]([NH2:6])=[O:5])#[N:2].[O:15]1[C:20]2[CH:21]=[CH:22][CH:23]=[CH:24][C:19]=2[O:18][CH2:17][CH:16]1[CH2:25][NH2:26]. (8) Given the product [ClH:3].[Cl:3][C:4]1[C:13]2[C:8](=[CH:9][C:10]([S:14]([NH:17][C:18]3([C:24]([OH:26])=[O:25])[CH2:23][CH2:22][CH2:21][CH2:20][CH2:19]3)(=[O:15])=[O:16])=[CH:11][CH:12]=2)[C:7]([NH:28][C:29]([NH2:31])=[NH:30])=[N:6][CH:5]=1, predict the reactants needed to synthesize it. The reactants are: [OH-].[Na+].[Cl:3][C:4]1[C:13]2[C:8](=[CH:9][C:10]([S:14]([NH:17][C:18]3([C:24]([O:26]C)=[O:25])[CH2:23][CH2:22][CH2:21][CH2:20][CH2:19]3)(=[O:16])=[O:15])=[CH:11][CH:12]=2)[C:7]([NH:28][C:29]([NH2:31])=[NH:30])=[N:6][CH:5]=1.Cl. (9) Given the product [F:21][C:22]([F:31])([F:32])[C:23]1[CH:30]=[CH:29][C:26]([CH2:27][N:1]2[CH2:5][CH2:4][CH2:3][C@@H:2]2[C:6]([NH:8][C@H:9]([C:11]2[CH:12]=[CH:13][C:14]([C:15]([O:17][CH3:18])=[O:16])=[CH:19][CH:20]=2)[CH3:10])=[O:7])=[CH:25][CH:24]=1, predict the reactants needed to synthesize it. The reactants are: [NH:1]1[CH2:5][CH2:4][CH2:3][C@@H:2]1[C:6]([NH:8][C@H:9]([C:11]1[CH:20]=[CH:19][C:14]([C:15]([O:17][CH3:18])=[O:16])=[CH:13][CH:12]=1)[CH3:10])=[O:7].[F:21][C:22]([F:32])([F:31])[C:23]1[CH:30]=[CH:29][C:26]([CH2:27]Br)=[CH:25][CH:24]=1.C([O-])([O-])=O.[Na+].[Na+]. (10) Given the product [Br:1][C:2]1[CH:3]=[C:4]([CH:5]2[S:15][CH2:11][CH2:12][CH2:13][S:14]2)[CH:7]=[CH:8][C:9]=1[F:10], predict the reactants needed to synthesize it. The reactants are: [Br:1][C:2]1[CH:3]=[C:4]([CH:7]=[CH:8][C:9]=1[F:10])[CH:5]=O.[CH2:11]([SH:15])[CH2:12][CH2:13][SH:14].C(=O)(O)[O-].[Na+].